From a dataset of Forward reaction prediction with 1.9M reactions from USPTO patents (1976-2016). Predict the product of the given reaction. (1) Given the reactants [CH2:1]([O:8][C:9]([NH:11][C:12]1[S:13][C:14]([C:17]([O:19]C)=[O:18])=[CH:15][N:16]=1)=[O:10])[C:2]1[CH:7]=[CH:6][CH:5]=[CH:4][CH:3]=1.CO.[OH-].[K+].Cl, predict the reaction product. The product is: [CH2:1]([O:8][C:9]([NH:11][C:12]1[S:13][C:14]([C:17]([OH:19])=[O:18])=[CH:15][N:16]=1)=[O:10])[C:2]1[CH:3]=[CH:4][CH:5]=[CH:6][CH:7]=1. (2) Given the reactants [CH3:1][O:2][C:3]1[CH:4]=[CH:5][C:6]2[C:10]([O:11][C:12]3[CH:17]=[CH:16][C:15](/[CH:18]=[CH:19]/[C:20]([O:22][C:23]([CH3:26])([CH3:25])[CH3:24])=[O:21])=[CH:14][CH:13]=3)=[CH:9][S:8][C:7]=2[CH:27]=1.Br[C:29]1[CH:34]=[CH:33][C:32]([C:35]([F:38])([F:37])[F:36])=[CH:31][CH:30]=1.CC(C)(C)C(O)=O.C(=O)([O-])[O-].[K+].[K+], predict the reaction product. The product is: [CH3:1][O:2][C:3]1[CH:4]=[CH:5][C:6]2[C:10]([O:11][C:12]3[CH:17]=[CH:16][C:15](/[CH:18]=[CH:19]/[C:20]([O:22][C:23]([CH3:24])([CH3:26])[CH3:25])=[O:21])=[CH:14][CH:13]=3)=[C:9]([C:29]3[CH:34]=[CH:33][C:32]([C:35]([F:38])([F:37])[F:36])=[CH:31][CH:30]=3)[S:8][C:7]=2[CH:27]=1. (3) Given the reactants [Cl:1][C:2]1[C:3]([F:36])=[C:4]([NH:8][C:9]2[C:18]3[C:13](=[CH:14][C:15]([O:34][CH3:35])=[C:16]([O:19][C@H:20]4[CH2:25][CH2:24][C@@H:23]([NH:26]C(OC(C)(C)C)=O)[CH2:22][CH2:21]4)[CH:17]=3)[N:12]=[CH:11][N:10]=2)[CH:5]=[CH:6][CH:7]=1.[ClH:37], predict the reaction product. The product is: [ClH:1].[ClH:37].[Cl:1][C:2]1[C:3]([F:36])=[C:4]([NH:8][C:9]2[C:18]3[C:13](=[CH:14][C:15]([O:34][CH3:35])=[C:16]([O:19][C@H:20]4[CH2:21][CH2:22][C@@H:23]([NH2:26])[CH2:24][CH2:25]4)[CH:17]=3)[N:12]=[CH:11][N:10]=2)[CH:5]=[CH:6][CH:7]=1. (4) The product is: [CH3:22][C:21]1[N:20]([CH2:12][CH2:13][C:14]2[CH:19]=[CH:18][CH:17]=[CH:16][CH:15]=2)[C:2]2=[N:3][CH:4]=[C:5]([CH3:11])[CH:6]=[C:7]2[N:8]=1. Given the reactants Cl[C:2]1[C:7]([N+:8]([O-])=O)=[CH:6][C:5]([CH3:11])=[CH:4][N:3]=1.[CH2:12]([NH:20][C:21](=O)[CH3:22])[CH2:13][C:14]1[CH:19]=[CH:18][CH:17]=[CH:16][CH:15]=1, predict the reaction product.